From a dataset of Full USPTO retrosynthesis dataset with 1.9M reactions from patents (1976-2016). Predict the reactants needed to synthesize the given product. (1) Given the product [O:32]=[C:26]1[CH:25]([N:18]2[C:17](=[O:33])[C:16]3[C:20](=[CH:21][CH:22]=[CH:23][C:15]=3[CH2:14][NH:13][C:42]([NH:41][CH2:34][C:35]3[CH:40]=[CH:39][CH:38]=[CH:37][CH:36]=3)=[O:43])[C:19]2=[O:24])[CH2:30][CH2:29][C:28](=[O:31])[NH:27]1, predict the reactants needed to synthesize it. The reactants are: N12CCCN=C1CCCCC2.Cl.[NH2:13][CH2:14][C:15]1[CH:23]=[CH:22][CH:21]=[C:20]2[C:16]=1[C:17](=[O:33])[N:18]([CH:25]1[CH2:30][CH2:29][C:28](=[O:31])[NH:27][C:26]1=[O:32])[C:19]2=[O:24].[CH2:34]([N:41]=[C:42]=[O:43])[C:35]1[CH:40]=[CH:39][CH:38]=[CH:37][CH:36]=1. (2) Given the product [Br:1][C:2]1[CH:3]=[C:4]([CH:7]=[CH:8][C:9]=1[CH:10]1[C:15]2[C:16](=[O:19])[CH2:17][CH2:18][C:14]=2[N:13]([C:20]2[CH:25]=[CH:24][N:23]=[C:22]([C:26]([F:28])([F:27])[F:29])[CH:21]=2)[C:12](=[O:30])[N:11]1[CH3:31])[C:5]#[N:6], predict the reactants needed to synthesize it. The reactants are: [Br:1][C:2]1[CH:3]=[C:4]([CH:7]=[CH:8][C:9]=1[CH:10]1[C:15]2[C:16](=[O:19])[CH2:17][CH2:18][C:14]=2[N:13]([C:20]2[CH:25]=[CH:24][N:23]=[C:22]([C:26]([F:29])([F:28])[F:27])[CH:21]=2)[C:12](=[O:30])[NH:11]1)[C:5]#[N:6].[C:31](=O)([O-])[O-].[Cs+].[Cs+].CI.COC(C)(C)C.FC(F)(F)C(O)=O.